From a dataset of Reaction yield outcomes from USPTO patents with 853,638 reactions. Predict the reaction yield, written as a fraction of the theoretical maximum amount of product (1.0 means a 100% yield; for example, 0.34 means a 34% yield). (1) The reactants are [C:1]1([C:7](=[C:18]2[CH2:23][C:22]([CH3:25])([CH3:24])[CH2:21][C:20]([CH3:27])([CH3:26])[CH2:19]2)[C:8]2[CH:17]=[CH:16][C:11]([C:12]([O:14]C)=[O:13])=[CH:10][CH:9]=2)[CH:6]=[CH:5][CH:4]=[CH:3][CH:2]=1.C1COCC1.CCO.[OH-].[Na+]. The catalyst is Cl.CCOC(C)=O. The product is [C:1]1([C:7](=[C:18]2[CH2:19][C:20]([CH3:27])([CH3:26])[CH2:21][C:22]([CH3:25])([CH3:24])[CH2:23]2)[C:8]2[CH:9]=[CH:10][C:11]([C:12]([OH:14])=[O:13])=[CH:16][CH:17]=2)[CH:2]=[CH:3][CH:4]=[CH:5][CH:6]=1. The yield is 0.860. (2) The reactants are [NH:1]1[C:9]2[C:4](=[CH:5][CH:6]=[CH:7][CH:8]=2)[C:3]([NH:10][C:11](=[O:15])OCC)=[N:2]1.[Cl:16][C:17]1[CH:22]=[CH:21][C:20]([C:23]2([OH:29])[CH2:28][CH2:27][NH:26][CH2:25][CH2:24]2)=[CH:19][C:18]=1[C:30]([F:33])([F:32])[F:31]. The catalyst is CS(C)=O. The product is [NH:1]1[C:9]2[C:4](=[CH:5][CH:6]=[CH:7][CH:8]=2)[C:3]([NH:10][C:11]([N:26]2[CH2:27][CH2:28][C:23]([C:20]3[CH:21]=[CH:22][C:17]([Cl:16])=[C:18]([C:30]([F:32])([F:31])[F:33])[CH:19]=3)([OH:29])[CH2:24][CH2:25]2)=[O:15])=[N:2]1. The yield is 0.660.